Dataset: Plasma protein binding rate (PPBR) regression data from AstraZeneca. Task: Regression/Classification. Given a drug SMILES string, predict its absorption, distribution, metabolism, or excretion properties. Task type varies by dataset: regression for continuous measurements (e.g., permeability, clearance, half-life) or binary classification for categorical outcomes (e.g., BBB penetration, CYP inhibition). For this dataset (ppbr_az), we predict Y. (1) The molecule is Cc1ccc(Sc2ccccc2CN(C)C)c(N)c1. The Y is 89.0 %. (2) The compound is O=C(O)COc1ccc(Cl)cc1CN1CCN(S(=O)(=O)Cc2ccccc2)CC1. The Y is 99.3 %. (3) The molecule is O=C(CSc1nc2c(c(=O)n1-c1ccccc1)SCC2)Nc1ccc(-c2ccccc2)cn1. The Y is 99.8 %. (4) The drug is CC(C)(C)NC(=O)NCCN1CCC(CNC(=O)c2cc(Cl)cc(Cl)c2)C1. The Y is 90.3 %. (5) The molecule is C[C@@]1(c2cc(-c3cncnc3)c(F)cc2F)CCSC(N)=N1. The Y is 54.0 %. (6) The molecule is C[C@@](C(=O)OC1CC[N+](C)(C)CC1)(c1ccccc1)C1CCCC1. The Y is 58.0 %.